This data is from Reaction yield outcomes from USPTO patents with 853,638 reactions. The task is: Predict the reaction yield, written as a fraction of the theoretical maximum amount of product (1.0 means a 100% yield; for example, 0.34 means a 34% yield). (1) The reactants are [C@@H:1]12[C:10](=[O:11])[O:9][C:7](=[O:8])[C@H:2]1[CH2:3][CH2:4][CH2:5][CH2:6]2.[C@H:12]1([NH2:22])[C:21]2[C:16](=[CH:17][CH:18]=[CH:19][CH:20]=2)[CH2:15][CH2:14][CH2:13]1. The catalyst is C(Cl)Cl. The product is [C@H:12]1([NH:22][C:7]([C@@H:2]2[CH2:3][CH2:4][CH2:5][CH2:6][C@H:1]2[C:10]([OH:9])=[O:11])=[O:8])[C:21]2[C:16](=[CH:17][CH:18]=[CH:19][CH:20]=2)[CH2:15][CH2:14][CH2:13]1. The yield is 0.760. (2) The reactants are [OH:1][C:2]1[CH:7]=[CH:6][C:5]([C:8]2([CH2:12][C:13]([O:15][CH2:16][CH3:17])=[O:14])[CH2:11][O:10][CH2:9]2)=[CH:4][CH:3]=1.[Br:18][C:19]1[CH:24]=[CH:23][CH:22]=[C:21]([CH2:25]Br)[CH:20]=1.C(=O)([O-])[O-].[Cs+].[Cs+]. The catalyst is C1COCC1. The product is [Br:18][C:19]1[CH:20]=[C:21]([CH:22]=[CH:23][CH:24]=1)[CH2:25][O:1][C:2]1[CH:7]=[CH:6][C:5]([C:8]2([CH2:12][C:13]([O:15][CH2:16][CH3:17])=[O:14])[CH2:9][O:10][CH2:11]2)=[CH:4][CH:3]=1. The yield is 0.583. (3) The reactants are [Br:1][C:2]1[C:3](=[O:19])[NH:4][N:5]=[CH:6][C:7]=1[NH:8][C@@H:9]1[CH2:14][C@@H:13]2[CH2:15][C@@H:11]([C:12]2([CH3:17])[CH3:16])[C@H:10]1[CH3:18].Br[CH:21]1[CH2:25][CH2:24][CH2:23][CH2:22]1.C(=O)([O-])[O-].[K+].[K+]. The catalyst is CN(C)C=O. The product is [Br:1][C:2]1[C:3](=[O:19])[N:4]([CH:21]2[CH2:25][CH2:24][CH2:23][CH2:22]2)[N:5]=[CH:6][C:7]=1[NH:8][C@@H:9]1[CH2:14][C@@H:13]2[CH2:15][C@@H:11]([C:12]2([CH3:16])[CH3:17])[C@H:10]1[CH3:18]. The yield is 0.670. (4) The reactants are [CH3:1][N:2]([CH3:39])[C:3]([C:5]1[N:6]([C:31]2[CH:36]=[CH:35][C:34]([O:37][CH3:38])=[CH:33][CH:32]=2)[C:7]([C:22]([N:24]2[CH2:29][CH2:28][N:27]([CH3:30])[CH2:26][CH2:25]2)=[O:23])=[C:8]([C:16]([CH3:21])([CH3:20])[C:17]([O-:19])=[O:18])[C:9]=1[C:10]([CH3:15])([CH3:14])[C:11]([O-:13])=[O:12])=[O:4].[ClH:40].O1CCOCC1. The catalyst is CCOCC. The product is [ClH:40].[CH3:39][N:2]([CH3:1])[C:3]([C:5]1[N:6]([C:31]2[CH:36]=[CH:35][C:34]([O:37][CH3:38])=[CH:33][CH:32]=2)[C:7]([C:22]([N:24]2[CH2:29][CH2:28][N:27]([CH3:30])[CH2:26][CH2:25]2)=[O:23])=[C:8]([C:16]([CH3:21])([CH3:20])[C:17]([OH:19])=[O:18])[C:9]=1[C:10]([CH3:15])([CH3:14])[C:11]([OH:13])=[O:12])=[O:4]. The yield is 0.980. (5) The reactants are [CH2:1]([O:5][C:6]1[C:10]([CH3:11])=[CH:9][N:8](C(=O)C)[N:7]=1)[CH:2]([CH3:4])[CH3:3].[OH-].[Na+]. The catalyst is CO. The product is [CH2:1]([O:5][C:6]1[C:10]([CH3:11])=[CH:9][NH:8][N:7]=1)[CH:2]([CH3:4])[CH3:3]. The yield is 0.990. (6) The reactants are [CH3:1][C:2]1[C:10]([CH3:19])([CH2:11][CH2:12][CH2:13][CH2:14][S:15]([OH:18])(=[O:17])=[O:16])[C:9]2[C:4](=[CH:5][CH:6]=[C:7]([S:20]([OH:23])(=[O:22])=[O:21])[CH:8]=2)[N+:3]=1[CH2:24][CH2:25][CH2:26][CH2:27][S:28]([OH:31])(=[O:30])=[O:29].Cl.[C:33]1([NH:39][CH:40]=[CH:41][CH:42]=[CH:43][CH:44]=NC2C=CC=CC=2)[CH:38]=[CH:37][CH:36]=[CH:35][CH:34]=1. The catalyst is C(OC(=O)C)(=O)C.C(O)(=O)C. The product is [NH:39]([CH:40]=[CH:41][CH:42]=[CH:43][CH:44]=[CH:1][C:2]1[C:10]([CH3:19])([CH2:11][CH2:12][CH2:13][CH2:14][S:15]([OH:18])(=[O:16])=[O:17])[C:9]2[C:4](=[CH:5][CH:6]=[C:7]([S:20]([OH:23])(=[O:22])=[O:21])[CH:8]=2)[N+:3]=1[CH2:24][CH2:25][CH2:26][CH2:27][S:28]([O-:31])(=[O:29])=[O:30])[C:33]1[CH:38]=[CH:37][CH:36]=[CH:35][CH:34]=1. The yield is 0.560. (7) The reactants are [NH2:1][C:2]1[S:3][CH:4]=[C:5]2[C:10]=1[C:9](=[O:11])[N:8]([C:12]1[CH:17]=[CH:16][C:15]([Cl:18])=[CH:14][CH:13]=1)[N:7]=[C:6]2[C:19]([NH:21][CH:22](C)[CH3:23])=[O:20].N[C:26]1SC=C2C=1C(=O)N(C1C=CC(Cl)=CC=1)N=C2C(O)=O.C(NC)C. The catalyst is C(O)C. The product is [NH2:1][C:2]1[S:3][CH:4]=[C:5]2[C:10]=1[C:9](=[O:11])[N:8]([C:12]1[CH:17]=[CH:16][C:15]([Cl:18])=[CH:14][CH:13]=1)[N:7]=[C:6]2[C:19]([N:21]([CH2:22][CH3:23])[CH3:26])=[O:20]. The yield is 0.470. (8) The reactants are [Br:1][C:2]1[CH:3]=[CH:4][C:5]2[N:6]([CH2:16][C:17]([O:19]CC)=[O:18])[C:7]3[C:12]([C:13]=2[CH:14]=1)=[CH:11][C:10]([Br:15])=[CH:9][CH:8]=3.[Li+].[OH-]. The catalyst is C1COCC1.CO.O.Cl. The product is [Br:1][C:2]1[CH:3]=[CH:4][C:5]2[N:6]([CH2:16][C:17]([OH:19])=[O:18])[C:7]3[C:12]([C:13]=2[CH:14]=1)=[CH:11][C:10]([Br:15])=[CH:9][CH:8]=3. The yield is 0.990.